From a dataset of Forward reaction prediction with 1.9M reactions from USPTO patents (1976-2016). Predict the product of the given reaction. Given the reactants [N:1]1[CH:6]=[CH:5][C:4]([C:7]2[NH:11][N:10]=[CH:9][C:8]=2[C:12]2[CH:29]=[CH:28][C:15]([O:16][CH2:17][C:18]3[CH:27]=[CH:26][C:25]4[C:20](=[CH:21][CH:22]=[CH:23][CH:24]=4)[N:19]=3)=[CH:14][CH:13]=2)=[CH:3][CH:2]=1.[CH3:30][NH:31][NH2:32], predict the reaction product. The product is: [CH3:30][N:11]1[C:7]([C:4]2[CH:3]=[CH:2][N:1]=[CH:6][CH:5]=2)=[C:8]([C:12]2[CH:13]=[CH:14][C:15]([O:16][CH2:17][C:18]3[CH:27]=[CH:26][C:25]4[C:20](=[CH:21][CH:22]=[CH:23][CH:24]=4)[N:19]=3)=[CH:28][CH:29]=2)[CH:9]=[N:10]1.[CH3:30][N:31]1[CH:9]=[C:8]([C:12]2[CH:29]=[CH:28][C:15]([O:16][CH2:17][C:18]3[CH:27]=[CH:26][C:25]4[C:20](=[CH:21][CH:22]=[CH:23][CH:24]=4)[N:19]=3)=[CH:14][CH:13]=2)[C:7]([C:4]2[CH:3]=[CH:2][N:1]=[CH:6][CH:5]=2)=[N:32]1.